Dataset: Peptide-MHC class II binding affinity with 134,281 pairs from IEDB. Task: Regression. Given a peptide amino acid sequence and an MHC pseudo amino acid sequence, predict their binding affinity value. This is MHC class II binding data. The peptide sequence is GIVEQCCTSICSLYQ. The MHC is DRB1_1501 with pseudo-sequence DRB1_1501. The binding affinity (normalized) is 0.339.